This data is from Full USPTO retrosynthesis dataset with 1.9M reactions from patents (1976-2016). The task is: Predict the reactants needed to synthesize the given product. (1) Given the product [CH:1]1([C:6]([OH:23])([C:17]#[CH:18])[CH2:7][C:8]2[O:13][C:12]([CH3:15])([CH3:14])[O:11][C:10](=[O:16])[CH:9]=2)[CH2:5][CH2:4][CH2:3][CH2:2]1, predict the reactants needed to synthesize it. The reactants are: [CH:1]1([C:6]([OH:23])([C:17]#[C:18][Si](C)(C)C)[CH2:7][C:8]2[O:13][C:12]([CH3:15])([CH3:14])[O:11][C:10](=[O:16])[CH:9]=2)[CH2:5][CH2:4][CH2:3][CH2:2]1.[F-].[Cs+]. (2) Given the product [CH3:20][N:21]([CH2:22][CH2:23][CH3:24])[C:2]1[N:10]=[CH:9][N:8]=[C:7]2[C:3]=1[N:4]=[CH:5][N:6]2[C@@H:11]1[O:17][C@H:16]([CH2:18][OH:19])[C@@H:14]([OH:15])[C@H:12]1[OH:13], predict the reactants needed to synthesize it. The reactants are: Cl[C:2]1[N:10]=[CH:9][N:8]=[C:7]2[C:3]=1[N:4]=[CH:5][N:6]2[C@@H:11]1[O:17][C@H:16]([CH2:18][OH:19])[C@@H:14]([OH:15])[C@H:12]1[OH:13].[CH3:20][NH:21][CH2:22][CH2:23][CH3:24]. (3) Given the product [CH3:1][O:2][C:3]([C:5]1[S:12][C:11]2[C:10]([CH:13]3[CH2:14][CH2:15][CH2:16][CH2:17][CH2:18]3)=[C:9]([C:19]3[CH:20]=[C:21]4[C:26](=[CH:27][CH:28]=3)[N:25]=[C:24]([C:29]3[CH:34]=[CH:33][CH:32]=[CH:31][C:30]=3[F:35])[CH:23]=[CH:22]4)[NH:8][C:7]=2[CH:6]=1)=[O:4], predict the reactants needed to synthesize it. The reactants are: [CH3:1][O:2][C:3]([C:5]1[S:12][C:11]2[C:10]([C:13]3[CH2:18][CH2:17][CH2:16][CH2:15][CH:14]=3)=[C:9]([C:19]3[CH:20]=[C:21]4[C:26](=[CH:27][CH:28]=3)[N:25]=[C:24]([C:29]3[CH:34]=[CH:33][CH:32]=[CH:31][C:30]=3[F:35])[CH:23]=[CH:22]4)[NH:8][C:7]=2[CH:6]=1)=[O:4].C([SiH](CC)CC)C.C(O)(C(F)(F)F)=O. (4) Given the product [S:1]1[CH:5]=[CH:4][C:3]2[CH:6]=[C:7]([CH2:10][NH:13][CH3:12])[CH:8]=[CH:9][C:2]1=2, predict the reactants needed to synthesize it. The reactants are: [S:1]1[CH:5]=[CH:4][C:3]2[CH:6]=[C:7]([CH:10]=O)[CH:8]=[CH:9][C:2]1=2.[CH3:12][NH2:13].[BH4-].[Na+].O.